Task: Regression. Given a peptide amino acid sequence and an MHC pseudo amino acid sequence, predict their binding affinity value. This is MHC class II binding data.. Dataset: Peptide-MHC class II binding affinity with 134,281 pairs from IEDB (1) The peptide sequence is YDKFLAWVSTVLTGK. The MHC is DRB1_0404 with pseudo-sequence DRB1_0404. The binding affinity (normalized) is 0.667. (2) The peptide sequence is YVAWMSATAALAREA. The MHC is HLA-DQA10102-DQB10502 with pseudo-sequence HLA-DQA10102-DQB10502. The binding affinity (normalized) is 0.414.